From a dataset of Full USPTO retrosynthesis dataset with 1.9M reactions from patents (1976-2016). Predict the reactants needed to synthesize the given product. (1) Given the product [Br:12][C:9]1[CH:8]=[C:5]2[C:4](=[CH:11][CH:10]=1)[N:3]=[C:13]([C:16]1[S:20][C:19]([CH3:21])=[N:18][C:17]=1[CH3:22])[CH:14]=[CH:6]2, predict the reactants needed to synthesize it. The reactants are: [OH-].[K+].[NH2:3][C:4]1[CH:11]=[CH:10][C:9]([Br:12])=[CH:8][C:5]=1[CH:6]=O.[C:13]([C:16]1[S:20][C:19]([CH3:21])=[N:18][C:17]=1[CH3:22])(=O)[CH3:14].Cl. (2) Given the product [CH3:1][O:15][C:14]([C:16]1[CH:17]=[CH:18][C:19]([S:22][CH3:23])=[CH:20][CH:21]=1)=[C:13]([CH3:24])[CH3:12], predict the reactants needed to synthesize it. The reactants are: [C:1]1(C)C=CC(S(O)(=O)=O)=CC=1.[CH3:12][CH:13]([CH3:24])[C:14]([C:16]1[CH:21]=[CH:20][C:19]([S:22][CH3:23])=[CH:18][CH:17]=1)=[O:15].C1(SC)C=CC=CC=1.C(Cl)(=O)C(C)C. (3) Given the product [CH:1]([O:4][CH2:5][CH2:6][NH:7][S:8]([C:11]1[C:16]([Cl:17])=[CH:15][CH:14]=[C:13]([NH2:18])[C:12]=1[OH:21])(=[O:10])=[O:9])([CH3:3])[CH3:2], predict the reactants needed to synthesize it. The reactants are: [CH:1]([O:4][CH2:5][CH2:6][NH:7][S:8]([C:11]1[C:16]([Cl:17])=[CH:15][CH:14]=[C:13]([N+:18]([O-])=O)[C:12]=1[OH:21])(=[O:10])=[O:9])([CH3:3])[CH3:2].[H][H]. (4) Given the product [F:64][CH:39]([F:38])[C:40]1[CH:48]=[CH:47][C:46]([C:2]2[C:3]([C@@H:14]([NH:24][C:25](=[O:31])[O:26][C:27]([CH3:28])([CH3:30])[CH3:29])[CH2:15][C:16]3[CH:21]=[C:20]([F:22])[CH:19]=[C:18]([F:23])[CH:17]=3)=[N:4][C:5]([C:8]#[C:9][C:10]([OH:13])([CH3:12])[CH3:11])=[CH:6][CH:7]=2)=[C:45]2[C:41]=1[C:42]([NH:59][S:60]([CH3:63])(=[O:62])=[O:61])=[N:43][N:44]2[CH3:58], predict the reactants needed to synthesize it. The reactants are: Br[C:2]1[C:3]([C@@H:14]([NH:24][C:25](=[O:31])[O:26][C:27]([CH3:30])([CH3:29])[CH3:28])[CH2:15][C:16]2[CH:21]=[C:20]([F:22])[CH:19]=[C:18]([F:23])[CH:17]=2)=[N:4][C:5]([C:8]#[C:9][C:10]([OH:13])([CH3:12])[CH3:11])=[CH:6][CH:7]=1.C([O-])([O-])=O.[K+].[K+].[F:38][CH:39]([F:64])[C:40]1[CH:48]=[CH:47][C:46](B2OC(C)(C)C(C)(C)O2)=[C:45]2[C:41]=1[C:42]([NH:59][S:60]([CH3:63])(=[O:62])=[O:61])=[N:43][N:44]2[CH3:58]. (5) Given the product [CH3:1][O:2][C:3]1[CH:4]=[C:5]2[C:10](=[CH:11][C:12]=1[O:13][CH3:14])[N:9]=[CH:8][CH:7]=[C:6]2[O:15][C:16]1[CH:22]=[CH:21][C:19]([NH:20][C:43](=[O:49])[O:44][CH:45]([C:61]2[CH:57]=[CH:56][CH:55]=[C:54]([O:53][C:52]([F:51])([F:63])[F:64])[CH:62]=2)[CH3:25])=[C:18]([CH3:23])[C:17]=1[CH3:24], predict the reactants needed to synthesize it. The reactants are: [CH3:1][O:2][C:3]1[CH:4]=[C:5]2[C:10](=[CH:11][C:12]=1[O:13][CH3:14])[N:9]=[CH:8][CH:7]=[C:6]2[O:15][C:16]1[CH:22]=[CH:21][C:19]([NH2:20])=[C:18]([CH3:23])[C:17]=1[CH3:24].[C:25]1(C)C=CC=CC=1.C(N(CC)CC)C.ClC(Cl)(O[C:43](=[O:49])[O:44][C:45](Cl)(Cl)Cl)Cl.[F:51][C:52]([F:64])([F:63])[O:53][C:54]1[CH:62]=[CH:61][C:57](C(O)C)=[CH:56][CH:55]=1. (6) Given the product [C:17]1([C:7]([C:1]2[CH:2]=[CH:3][CH:4]=[CH:5][CH:6]=2)=[N:8][N:9]([CH2:29][CH2:28][C:27]2[CH:31]=[CH:32][C:24]([CH3:23])=[CH:25][CH:26]=2)[C:10]2[CH:11]=[CH:12][C:13]([CH3:16])=[CH:14][CH:15]=2)[CH:22]=[CH:21][CH:20]=[CH:19][CH:18]=1, predict the reactants needed to synthesize it. The reactants are: [C:1]1([C:7]([C:17]2[CH:22]=[CH:21][CH:20]=[CH:19][CH:18]=2)=[N:8][NH:9][C:10]2[CH:15]=[CH:14][C:13]([CH3:16])=[CH:12][CH:11]=2)[CH:6]=[CH:5][CH:4]=[CH:3][CH:2]=1.[CH3:23][C:24]1[CH:32]=[CH:31][C:27]([CH2:28][CH2:29]Br)=[CH:26][CH:25]=1. (7) Given the product [Cl:8][C:9]1[C:18]2[C:13](=[CH:14][C:15]([F:20])=[CH:16][C:17]=2[F:19])[N:12]=[C:11]([N:21]2[CH2:26][CH2:25][N:24]([C:35]([O:37][CH3:38])=[O:36])[CH2:23][CH2:22]2)[C:10]=1[CH3:27], predict the reactants needed to synthesize it. The reactants are: FC(F)(F)C(O)=O.[Cl:8][C:9]1[C:18]2[C:13](=[CH:14][C:15]([F:20])=[CH:16][C:17]=2[F:19])[N:12]=[C:11]([N:21]2[CH2:26][CH2:25][NH:24][CH2:23][CH2:22]2)[C:10]=1[CH3:27].C(=O)([O-])[O-].[K+].[K+].Cl[C:35]([O:37][CH3:38])=[O:36].